This data is from Full USPTO retrosynthesis dataset with 1.9M reactions from patents (1976-2016). The task is: Predict the reactants needed to synthesize the given product. (1) Given the product [Cl:19][C:20]1[CH:27]=[CH:26][CH:25]=[C:22](/[CH:23]=[CH:8]/[C:7]2[CH:6]=[CH:5][C:4]([N+:1]([O-:3])=[O:2])=[CH:18][CH:17]=2)[CH:21]=1, predict the reactants needed to synthesize it. The reactants are: [N+:1]([C:4]1[CH:18]=[CH:17][C:7]([CH2:8]P(=O)(OCC)OCC)=[CH:6][CH:5]=1)([O-:3])=[O:2].[Cl:19][C:20]1[CH:21]=[C:22]([CH:25]=[CH:26][CH:27]=1)[CH:23]=O. (2) Given the product [Br:28][C:2]1[CH:3]=[C:4]([N:8]2[CH2:13][CH2:12][N:11]([C:14]([C:16]3[N:17]([C:22]4[CH:27]=[CH:26][CH:25]=[CH:24][CH:23]=4)[N:18]=[C:19]([CH3:21])[CH:20]=3)=[O:15])[CH2:10][CH2:9]2)[CH:5]=[CH:6][CH:7]=1, predict the reactants needed to synthesize it. The reactants are: Cl[C:2]1[CH:3]=[C:4]([N:8]2[CH2:13][CH2:12][N:11]([C:14]([C:16]3[N:17]([C:22]4[CH:27]=[CH:26][CH:25]=[CH:24][CH:23]=4)[N:18]=[C:19]([CH3:21])[CH:20]=3)=[O:15])[CH2:10][CH2:9]2)[CH:5]=[CH:6][CH:7]=1.[Br:28]C1C=C(N2CCNCC2)C=CC=1.